Dataset: Reaction yield outcomes from USPTO patents with 853,638 reactions. Task: Predict the reaction yield, written as a fraction of the theoretical maximum amount of product (1.0 means a 100% yield; for example, 0.34 means a 34% yield). (1) The reactants are [CH3:1][C:2]1[CH:6]=[C:5]([N:7]2[CH2:11][CH2:10][N:9]([CH2:12][C:13]3[CH:18]=[CH:17]C(C(F)(F)F)=CC=3)[C:8]2=[O:23])[S:4][C:3]=1[C:24]([O:26]CC)=[O:25].C1(CN2CCN(C3SC(C(OCC)=O)=C(C)C=3)C2=O)CC1. No catalyst specified. The product is [CH:13]1([CH2:12][N:9]2[CH2:10][CH2:11][N:7]([C:5]3[S:4][C:3]([C:24]([OH:26])=[O:25])=[C:2]([CH3:1])[CH:6]=3)[C:8]2=[O:23])[CH2:18][CH2:17]1. The yield is 0.800. (2) The reactants are [CH3:1][C:2]1[C:10]2[C:9](=[O:11])[NH:8][C:7]([C:12]([O:14][CH2:15][CH3:16])=[O:13])=[N:6][C:5]=2[S:4][CH:3]=1.[Br:17]N1C(=O)CCC1=O.N(C(C)(C)C#N)=NC(C)(C)C#N. The catalyst is C(Cl)(Cl)(Cl)Cl. The product is [Br:17][CH2:1][C:2]1[C:10]2[C:9](=[O:11])[NH:8][C:7]([C:12]([O:14][CH2:15][CH3:16])=[O:13])=[N:6][C:5]=2[S:4][CH:3]=1. The yield is 0.500. (3) The reactants are [F:1][C:2]1[CH:3]=[C:4]2[C:8](=[CH:9][CH:10]=1)[NH:7][CH:6]=[CH:5]2.FC(F)(F)[C:13]([O:15][C:16](=O)C(F)(F)F)=[O:14].O. The catalyst is CN(C=O)C. The product is [CH3:16][O:15][C:13]([C:5]1[C:4]2[C:8](=[CH:9][CH:10]=[C:2]([F:1])[CH:3]=2)[NH:7][CH:6]=1)=[O:14]. The yield is 0.830. (4) The reactants are [C:1]1(=[O:7])[CH2:6][CH2:5][CH2:4][CH:3]=[CH:2]1.Br[CH:9]([C:15]([O:17][CH2:18][CH3:19])=[O:16])[C:10]([O:12][CH2:13][CH3:14])=[O:11].C[Si](Cl)(C)C. The catalyst is C1COCC1. The product is [O:7]=[C:1]1[CH2:6][CH2:5][CH2:4][CH:3]([CH:9]([C:10]([O:12][CH2:13][CH3:14])=[O:11])[C:15]([O:17][CH2:18][CH3:19])=[O:16])[CH2:2]1. The yield is 0.710. (5) The reactants are [CH3:1][O:2][C:3]1[CH:4]=[CH:5][C:6]([C:9]2[C:18](=[O:19])[C:17]3[CH:16]=[CH:15][C:14]([OH:20])=[CH:13][C:12]=3[O:11][CH:10]=2)=[CH:7][CH:8]=1.[C:21](=O)([O-])[O-].[K+].[K+].S(OC)(OC)(=O)=O. The catalyst is CN(C=O)C.CC(C)=O. The product is [CH3:21][O:20][C:14]1[CH:13]=[C:12]2[C:17]([C:18](=[O:19])[C:9]([C:6]3[CH:7]=[CH:8][C:3]([O:2][CH3:1])=[CH:4][CH:5]=3)=[CH:10][O:11]2)=[CH:16][CH:15]=1. The yield is 0.960. (6) The reactants are [C:1]([O:5][C:6]([NH:8][C:9]1[CH:14]=[CH:13][CH:12]=[CH:11][CH:10]=1)=[O:7])([CH3:4])([CH3:3])[CH3:2].[O-]P([O-])([O-])=O.[K+].[K+].[K+].[C@@H]1(N)CCCC[C@H]1N.I[C:32]1[CH:33]=[C:34]([CH3:39])[CH:35]=[C:36]([CH3:38])[CH:37]=1. The catalyst is [Cu]I.O1CCOCC1. The product is [C:1]([O:5][C:6]([N:8]([C:32]1[CH:37]=[C:36]([CH3:38])[CH:35]=[C:34]([CH3:39])[CH:33]=1)[C:9]1[CH:14]=[CH:13][CH:12]=[CH:11][CH:10]=1)=[O:7])([CH3:4])([CH3:2])[CH3:3]. The yield is 0.970.